From a dataset of NCI-60 drug combinations with 297,098 pairs across 59 cell lines. Regression. Given two drug SMILES strings and cell line genomic features, predict the synergy score measuring deviation from expected non-interaction effect. (1) Drug 1: C1=CC(=CC=C1C#N)C(C2=CC=C(C=C2)C#N)N3C=NC=N3. Drug 2: CCCCC(=O)OCC(=O)C1(CC(C2=C(C1)C(=C3C(=C2O)C(=O)C4=C(C3=O)C=CC=C4OC)O)OC5CC(C(C(O5)C)O)NC(=O)C(F)(F)F)O. Cell line: HCT116. Synergy scores: CSS=42.4, Synergy_ZIP=0.223, Synergy_Bliss=-4.27, Synergy_Loewe=-6.90, Synergy_HSA=-5.02. (2) Drug 1: CC1=CC2C(CCC3(C2CCC3(C(=O)C)OC(=O)C)C)C4(C1=CC(=O)CC4)C. Synergy scores: CSS=-0.767, Synergy_ZIP=2.12, Synergy_Bliss=0.901, Synergy_Loewe=-1.34, Synergy_HSA=-1.03. Cell line: COLO 205. Drug 2: CC1=CC=C(C=C1)C2=CC(=NN2C3=CC=C(C=C3)S(=O)(=O)N)C(F)(F)F. (3) Drug 2: C1CCC(C(C1)N)N.C(=O)(C(=O)[O-])[O-].[Pt+4]. Cell line: HS 578T. Synergy scores: CSS=5.57, Synergy_ZIP=-1.82, Synergy_Bliss=-0.664, Synergy_Loewe=-15.0, Synergy_HSA=-2.83. Drug 1: COC1=NC(=NC2=C1N=CN2C3C(C(C(O3)CO)O)O)N. (4) Drug 1: CC1CCC2CC(C(=CC=CC=CC(CC(C(=O)C(C(C(=CC(C(=O)CC(OC(=O)C3CCCCN3C(=O)C(=O)C1(O2)O)C(C)CC4CCC(C(C4)OC)O)C)C)O)OC)C)C)C)OC. Drug 2: CCC1(CC2CC(C3=C(CCN(C2)C1)C4=CC=CC=C4N3)(C5=C(C=C6C(=C5)C78CCN9C7C(C=CC9)(C(C(C8N6C)(C(=O)OC)O)OC(=O)C)CC)OC)C(=O)OC)O.OS(=O)(=O)O. Cell line: A498. Synergy scores: CSS=-0.309, Synergy_ZIP=-0.658, Synergy_Bliss=-3.03, Synergy_Loewe=-2.46, Synergy_HSA=-3.02. (5) Synergy scores: CSS=16.7, Synergy_ZIP=-4.44, Synergy_Bliss=2.81, Synergy_Loewe=3.61, Synergy_HSA=3.87. Drug 2: C1=CN(C(=O)N=C1N)C2C(C(C(O2)CO)O)O.Cl. Drug 1: COC1=C(C=C2C(=C1)N=CN=C2NC3=CC(=C(C=C3)F)Cl)OCCCN4CCOCC4. Cell line: MDA-MB-435. (6) Drug 1: C1CCC(CC1)NC(=O)N(CCCl)N=O. Drug 2: C(CC(=O)O)C(=O)CN.Cl. Synergy scores: CSS=18.1, Synergy_ZIP=-5.00, Synergy_Bliss=2.25, Synergy_Loewe=-0.389, Synergy_HSA=-0.199. Cell line: OVCAR-8. (7) Cell line: T-47D. Drug 2: CN(CC1=CN=C2C(=N1)C(=NC(=N2)N)N)C3=CC=C(C=C3)C(=O)NC(CCC(=O)O)C(=O)O. Synergy scores: CSS=2.84, Synergy_ZIP=-0.624, Synergy_Bliss=-1.98, Synergy_Loewe=-0.980, Synergy_HSA=-0.619. Drug 1: C1=CN(C=N1)CC(O)(P(=O)(O)O)P(=O)(O)O.